From a dataset of Full USPTO retrosynthesis dataset with 1.9M reactions from patents (1976-2016). Predict the reactants needed to synthesize the given product. Given the product [Cl:1][C:2]1[CH:3]=[C:4]([C:9]2([OH:14])[CH2:13][CH2:12][N:11]([CH2:25][CH2:26][CH3:27])[CH2:10]2)[CH:5]=[C:6]([F:8])[CH:7]=1, predict the reactants needed to synthesize it. The reactants are: [Cl:1][C:2]1[CH:3]=[C:4]([C:9]2([OH:14])[CH2:13][CH2:12][NH:11][CH2:10]2)[CH:5]=[C:6]([F:8])[CH:7]=1.C(#N)C.C(=O)([O-])[O-].[K+].[K+].I[CH2:25][CH2:26][CH3:27].